From a dataset of Experimentally validated miRNA-target interactions with 360,000+ pairs, plus equal number of negative samples. Binary Classification. Given a miRNA mature sequence and a target amino acid sequence, predict their likelihood of interaction. (1) The miRNA is mmu-miR-146a-3p with sequence CCUGUGAAAUUCAGUUCUUCAG. The protein sequence of the target gene is METTNGTETWYESLHAVLKALNATLHSNLLCRPGPGLGPDNQTEERRASLPGRDDNSYMYILFVMFLFAVTVGSLILGYTRSRKVDKRSDPYHVYIKNRVSMI. Result: 0 (no interaction). (2) The miRNA is hsa-miR-4709-3p with sequence UUGAAGAGGAGGUGCUCUGUAGC. Result: 0 (no interaction). The protein sequence of the target gene is MRHVQAELSPSSEPEAGPSQPPVRQGTLQGGLLMGYSPAGGATSPGVYQVSIFSPSAGASEPPRALKRPAPPTEGPRELKRGPGLGAREGLPPEEPSTVGLLSPEGLGLGLGVASQHFSHHGLCVVEHGGNTTSPWTSGTQSTPWLSSNASFNTLHTRDWAFPDQGGQGCLGETPGPAPSGQLHTLDTDLHNLAQIGGKSPVARVGNGSNPWPRESHGTANGHSPEHTPPGPGPPGPCPTKRRLLPAGETLDVSSEDEGPAPRRRRGTLGCPLAANSSDAKATPFWSHLLPGPKEPVLDP.... (3) The miRNA is hsa-miR-8076 with sequence UAUAUGGACUUUUCUGAUACAAUG. The protein sequence of the target gene is MSEFRIHHDVNELLSLLRVHGGDGAEVYIDLLQKNRTPYVTTTVSAHSAKVKIAEFSRTPEDFLKKYDELKSKNTRNLDPLVYLLSKLTEDKETLQYLQQNAKERAELAAAAVGSSTTSINVPAAASKISMQELEELRKQLGSVATGSTLQQSLELKRKMLRDKQNKKNSGQHLPIFPAWVYERPALIGDFLIGAGISTDTALPIGTLPLASQESAVVEDLLYVLVGVDGRYVSAQPLAGRQSRTFLVDPNLDLSIRELVHRILPVAASYSAVTRFIEEKSSFEYGQVNHALAAAMRTLV.... Result: 0 (no interaction). (4) The miRNA is hsa-miR-15b-3p with sequence CGAAUCAUUAUUUGCUGCUCUA. The protein sequence of the target gene is MSARLPVLSPPRWPRLLLLSLLLLGAVPGPRRSGAFYLPGLAPVNFCDEEKKSDECKAEIELFVNRLDSVESVLPYEYTAFDFCQASEGKRPSENLGQVLFGERIEPSPYKFTFNKKETCKLVCTKTYHTEKAEDKQKLEFLKKSMLLNYQHHWIVDNMPVTWCYDVEDGQRFCNPGFPIGCYITDKGHAKDACVISSDFHERDTFYIFNHVDIKIYYHVVETGSMGARLVAAKLEPKSFKHTHIDKPDCSGPPMDISNKASGEIKIAYTYSVSFEEDDKIRWASRWDYILESMPHTHIQ.... Result: 1 (interaction). (5) The miRNA is hsa-miR-6883-5p with sequence AGGGAGGGUGUGGUAUGGAUGU. The protein sequence of the target gene is MEKRLQEAQLYKEEGNQRYREGKYRDAVSRYHRALLQLRGLDPSLPSPLPNLGPQGPALTPEQENILHTTQTDCYNNLAACLLQMEPVNYERVREYSQKVLERQPDNAKALYRAGVAFFHLQDYDQARHYLLAAVNRQPKDANVRRYLQLTQSELSSYHRKEKQLYLGMFG. Result: 1 (interaction).